This data is from Catalyst prediction with 721,799 reactions and 888 catalyst types from USPTO. The task is: Predict which catalyst facilitates the given reaction. (1) Reactant: Br[C:2]1[CH:7]=[CH:6][C:5]([CH:8]2[O:13][CH2:12][CH2:11][N:10]([C:14]([O:16][C:17]([CH3:20])([CH3:19])[CH3:18])=[O:15])[CH2:9]2)=[CH:4][CH:3]=1.[F:21][C:22]([F:33])([F:32])[C:23]1[CH:24]=[CH:25][C:26]([C:29]([NH2:31])=[O:30])=[N:27][CH:28]=1.C(=O)([O-])[O-].[Cs+].[Cs+].CNCCNC. Product: [C:17]([O:16][C:14]([N:10]1[CH2:11][CH2:12][O:13][CH:8]([C:5]2[CH:6]=[CH:7][C:2]([NH:31][C:29]([C:26]3[CH:25]=[CH:24][C:23]([C:22]([F:32])([F:21])[F:33])=[CH:28][N:27]=3)=[O:30])=[CH:3][CH:4]=2)[CH2:9]1)=[O:15])([CH3:20])([CH3:19])[CH3:18]. The catalyst class is: 185. (2) Reactant: [C:1]([CH:3]([CH:14]1[CH2:19][CH2:18][CH:17]([CH3:20])[CH2:16][CH2:15]1)[NH:4]S(C1C=CC(C)=CC=1)=O)#[N:2].[ClH:21].O1CCOCC1. Product: [ClH:21].[NH2:4][CH:3]([CH:14]1[CH2:19][CH2:18][CH:17]([CH3:20])[CH2:16][CH2:15]1)[C:1]#[N:2]. The catalyst class is: 5. (3) Reactant: Cl[C:2]1[S:3][C:4]2[C:10]([C:11]3[CH:16]=[CH:15][CH:14]=[CH:13][CH:12]=3)=[CH:9][CH:8]=[C:7]([O:17][CH3:18])[C:5]=2[N:6]=1.[NH2:19][CH2:20][C:21]1[CH:22]=[N:23][CH:24]=[CH:25][CH:26]=1. Product: [CH3:18][O:17][C:7]1[C:5]2[N:6]=[C:2]([NH:19][CH2:20][C:21]3[CH:22]=[N:23][CH:24]=[CH:25][CH:26]=3)[S:3][C:4]=2[C:10]([C:11]2[CH:16]=[CH:15][CH:14]=[CH:13][CH:12]=2)=[CH:9][CH:8]=1. The catalyst class is: 12. (4) Reactant: [CH2:1]([C@@:8]([OH:28])([C:12]([N:14]1[C@H:18]2[C:19]3[CH:20]=[CH:21][CH:22]=[CH:23][C:24]=3[CH2:25][C@H:17]2[O:16][C:15]1([CH3:27])[CH3:26])=[O:13])[CH2:9][CH:10]=O)[C:2]1[CH:7]=[CH:6][CH:5]=[CH:4][CH:3]=1.[CH3:29][O:30][C:31]([NH:33][C@H:34]([C:39]([NH:41][NH2:42])=[O:40])[C:35]([CH3:38])([CH3:37])[CH3:36])=[O:32].[BH-](OC(C)=O)(OC(C)=O)OC(C)=O.[Na+]. Product: [CH3:29][O:30][C:31](=[O:32])[NH:33][C@H:34]([C:39]([NH:41][NH:42][CH2:10][CH2:9][C@:8]([CH2:1][C:2]1[CH:3]=[CH:4][CH:5]=[CH:6][CH:7]=1)([OH:28])[C:12]([N:14]1[C@H:18]2[C:19]3[CH:20]=[CH:21][CH:22]=[CH:23][C:24]=3[CH2:25][C@H:17]2[O:16][C:15]1([CH3:27])[CH3:26])=[O:13])=[O:40])[C:35]([CH3:38])([CH3:37])[CH3:36]. The catalyst class is: 1. (5) The catalyst class is: 13. Product: [CH:17]1([CH2:23][NH:24][C:10](=[O:11])[C:9]2[CH:13]=[CH:14][C:15]([F:16])=[C:7]([F:6])[CH:8]=2)[CH2:22][CH2:21][CH2:20][CH2:19][CH2:18]1. Reactant: C1COCC1.[F:6][C:7]1[CH:8]=[C:9]([CH:13]=[CH:14][C:15]=1[F:16])[C:10](Cl)=[O:11].[CH:17]1([CH2:23][NH2:24])[CH2:22][CH2:21][CH2:20][CH2:19][CH2:18]1.C(N(CC)CC)C. (6) Reactant: [Cl:1][C:2]1[CH:3]=[C:4]([F:27])[C:5]([C:21]2[N:25]=[C:24]([CH3:26])[O:23][N:22]=2)=[C:6]([C:8]2[CH:9]=[C:10]([F:20])[C:11]([C@H:14]([NH:16]C(=O)C)[CH3:15])=[N:12][CH:13]=2)[CH:7]=1.Cl.[OH-].[Na+]. Product: [Cl:1][C:2]1[CH:3]=[C:4]([F:27])[C:5]([C:21]2[N:25]=[C:24]([CH3:26])[O:23][N:22]=2)=[C:6]([C:8]2[CH:9]=[C:10]([F:20])[C:11]([C@H:14]([NH2:16])[CH3:15])=[N:12][CH:13]=2)[CH:7]=1. The catalyst class is: 6. (7) Reactant: [Cl:1][C:2]1[CH:7]=[CH:6][CH:5]=[CH:4][C:3]=1[CH:8]([OH:15])[CH2:9][CH2:10][C:11]([F:14])([F:13])[F:12].[Li]CCCC.[Br:21][C:22]1[CH:27]=[CH:26][C:25](F)=[C:24]([N+:29]([O-:31])=[O:30])[CH:23]=1. Product: [Br:21][C:22]1[CH:27]=[CH:26][C:25]([O:15][CH:8]([C:3]2[CH:4]=[CH:5][CH:6]=[CH:7][C:2]=2[Cl:1])[CH2:9][CH2:10][C:11]([F:13])([F:14])[F:12])=[C:24]([N+:29]([O-:31])=[O:30])[CH:23]=1. The catalyst class is: 76.